Dataset: Forward reaction prediction with 1.9M reactions from USPTO patents (1976-2016). Task: Predict the product of the given reaction. Given the reactants [Cl:1][C:2]1[CH:3]=[C:4]([C:9]([C:12]2[N:16]([C:17]3[CH:22]=[CH:21][C:20]([F:23])=[C:19]([O:24][CH3:25])[CH:18]=3)[C:15]([SH:26])=[N:14][CH:13]=2)([CH3:11])[CH3:10])[CH:5]=[CH:6][C:7]=1[Cl:8].[Br:27][C:28]1[CH:37]=[CH:36][C:35]([CH2:38]Br)=[CH:34][C:29]=1[C:30]([O:32][CH3:33])=[O:31].C(=O)([O-])[O-].[K+].[K+], predict the reaction product. The product is: [Br:27][C:28]1[CH:37]=[CH:36][C:35]([CH2:38][S:26][C:15]2[N:16]([C:17]3[CH:22]=[CH:21][C:20]([F:23])=[C:19]([O:24][CH3:25])[CH:18]=3)[C:12]([C:9]([C:4]3[CH:5]=[CH:6][C:7]([Cl:8])=[C:2]([Cl:1])[CH:3]=3)([CH3:11])[CH3:10])=[CH:13][N:14]=2)=[CH:34][C:29]=1[C:30]([O:32][CH3:33])=[O:31].